This data is from Full USPTO retrosynthesis dataset with 1.9M reactions from patents (1976-2016). The task is: Predict the reactants needed to synthesize the given product. (1) Given the product [NH3:4].[C:1]([N:4]1[CH2:9][CH2:8][N:7]([CH2:10][CH2:11][CH2:12][O:13][C:14]2[CH:15]=[CH:16][C:17]([CH:20]3[CH2:25][CH2:24][NH:23][CH2:22][CH2:21]3)=[CH:18][CH:19]=2)[CH2:6][CH2:5]1)(=[O:3])[CH3:2], predict the reactants needed to synthesize it. The reactants are: [C:1]([N:4]1[CH2:9][CH2:8][N:7]([CH2:10][CH2:11][CH2:12][O:13][C:14]2[CH:19]=[CH:18][C:17]([C:20]3[CH2:25][CH2:24][N:23](C(OCC4C=CC=CC=4)=O)[CH2:22][CH:21]=3)=[CH:16][CH:15]=2)[CH2:6][CH2:5]1)(=[O:3])[CH3:2]. (2) Given the product [CH3:5][O:6][C:7]1[N:12]=[CH:11][C:10]([N:13]2[C:14]3([CH2:19][CH2:18][CH2:17][CH2:16][CH2:15]3)[C:20](=[O:23])[NH:21][C:2]2=[O:1])=[CH:9][CH:8]=1, predict the reactants needed to synthesize it. The reactants are: [O-:1][C:2]#N.[K+].[CH3:5][O:6][C:7]1[N:12]=[CH:11][C:10]([NH:13][C:14]2([C:20]#[N:21])[CH2:19][CH2:18][CH2:17][CH2:16][CH2:15]2)=[CH:9][CH:8]=1.Cl.[OH2:23]. (3) Given the product [ClH:30].[CH3:1][C:2]1([CH3:29])[CH2:11][C:10]2[C:5](=[C:6]3[CH2:20][C:19]([CH3:21])([CH3:22])[O:18][C:7]3=[C:8]([O:12][C:13](=[S:17])[N:14]([CH3:16])[CH3:15])[CH:9]=2)[C:4]([C:23]2[CH:24]=[CH:25][CH:26]=[CH:27][CH:28]=2)=[N:3]1, predict the reactants needed to synthesize it. The reactants are: [CH3:1][C:2]1([CH3:29])[CH2:11][C:10]2[C:5](=[C:6]3[CH2:20][C:19]([CH3:22])([CH3:21])[O:18][C:7]3=[C:8]([O:12][C:13](=[S:17])[N:14]([CH3:16])[CH3:15])[CH:9]=2)[C:4]([C:23]2[CH:28]=[CH:27][CH:26]=[CH:25][CH:24]=2)=[N:3]1.[ClH:30].C(OCC)(=O)C. (4) Given the product [CH2:22]([S:29][CH2:2][CH2:3][NH:4][C:5]([C:7]1[S:8][CH:9]=[CH:10][C:11]=1[NH:12][C:13]1[CH:18]=[CH:17][N:16]=[C:15]2[NH:19][CH:20]=[CH:21][C:14]=12)=[O:6])[C:23]1[CH:28]=[CH:27][CH:26]=[CH:25][CH:24]=1, predict the reactants needed to synthesize it. The reactants are: N[CH2:2][CH2:3][NH:4][C:5]([C:7]1[S:8][CH:9]=[CH:10][C:11]=1[NH:12][C:13]1[CH:18]=[CH:17][N:16]=[C:15]2[NH:19][CH:20]=[CH:21][C:14]=12)=[O:6].[CH2:22]([S:29]CCN)[C:23]1[CH:28]=[CH:27][CH:26]=[CH:25][CH:24]=1.